Task: Regression. Given two drug SMILES strings and cell line genomic features, predict the synergy score measuring deviation from expected non-interaction effect.. Dataset: NCI-60 drug combinations with 297,098 pairs across 59 cell lines Drug 1: CS(=O)(=O)C1=CC(=C(C=C1)C(=O)NC2=CC(=C(C=C2)Cl)C3=CC=CC=N3)Cl. Drug 2: CC1=C(C(=O)C2=C(C1=O)N3CC4C(C3(C2COC(=O)N)OC)N4)N. Cell line: NCI-H460. Synergy scores: CSS=35.8, Synergy_ZIP=-7.39, Synergy_Bliss=-15.1, Synergy_Loewe=-46.9, Synergy_HSA=-14.2.